The task is: Predict hERG channel inhibition at various concentrations.. This data is from hERG Central: cardiac toxicity at 1µM, 10µM, and general inhibition. (1) The compound is CC(=O)c1cccc(NC(=O)c2ccc3c(=O)n4c(nc3c2)CCCCC4)c1. Results: hERG_inhib (hERG inhibition (general)): blocker. (2) The drug is Cl.O=C(c1ccco1)N1CCN(CCCCOc2ccc(F)cc2)CC1. Results: hERG_inhib (hERG inhibition (general)): blocker. (3) The molecule is O=C(Nc1ccc(Cl)cc1)c1cc(S(=O)(=O)N2CCOCC2)cs1. Results: hERG_inhib (hERG inhibition (general)): blocker. (4) Results: hERG_inhib (hERG inhibition (general)): blocker. The compound is Cc1noc(C)c1C(=O)Nc1nc(-c2cccs2)cs1. (5) The drug is COc1ccc(CCNCC(O)COc2cccc(Br)c2)cc1. Results: hERG_inhib (hERG inhibition (general)): blocker.